This data is from Reaction yield outcomes from USPTO patents with 853,638 reactions. The task is: Predict the reaction yield, written as a fraction of the theoretical maximum amount of product (1.0 means a 100% yield; for example, 0.34 means a 34% yield). (1) The yield is 0.450. The catalyst is C(Cl)Cl. The product is [Cl:14][C:15]1[CH:20]=[CH:19][CH:18]=[CH:17][C:16]=1[C:21]1[CH:25]=[N:24][N:23]([C:2]([O:4][C:5]2[CH:10]=[CH:9][C:8]([N+:11]([O-:13])=[O:12])=[CH:7][CH:6]=2)=[O:3])[CH:22]=1. The reactants are Cl[C:2]([O:4][C:5]1[CH:10]=[CH:9][C:8]([N+:11]([O-:13])=[O:12])=[CH:7][CH:6]=1)=[O:3].[Cl:14][C:15]1[CH:20]=[CH:19][CH:18]=[CH:17][C:16]=1[C:21]1[CH:22]=[N:23][NH:24][CH:25]=1.O. (2) The reactants are [CH3:1][O:2][C:3]1[CH:26]=[C:25]([O:27][CH3:28])[CH:24]=[CH:23][C:4]=1[CH2:5][N:6]1[C:14](=O)[C:13]2[C:8](=[CH:9][CH:10]=[CH:11][C:12]=2[O:16][CH2:17][CH2:18][N:19]([CH3:21])[CH3:20])[C:7]1=O.[H-].[Al+3].[Li+].[H-].[H-].[H-].C1COCC1. No catalyst specified. The product is [CH3:1][O:2][C:3]1[CH:26]=[C:25]([O:27][CH3:28])[CH:24]=[CH:23][C:4]=1[CH2:5][N:6]1[CH2:14][C:13]2[C:8](=[CH:9][CH:10]=[CH:11][C:12]=2[O:16][CH2:17][CH2:18][N:19]([CH3:21])[CH3:20])[CH2:7]1. The yield is 1.03. (3) The product is [CH2:24]([CH:26]([CH2:29][CH2:30][CH2:31][CH3:32])[CH2:27][O:8][C:9]1[CH:10]=[C:11]([N:15]2[C:16]([CH3:23])=[CH:17][C:18](=[O:22])[CH:19]=[C:20]2[CH3:21])[CH:12]=[CH:13][CH:14]=1)[CH3:25]. The yield is 0.500. The reactants are C(=O)([O-])[O-].[K+].[K+].Cl.[OH:8][C:9]1[CH:10]=[C:11]([N:15]2[C:20]([CH3:21])=[CH:19][C:18](=[O:22])[CH:17]=[C:16]2[CH3:23])[CH:12]=[CH:13][CH:14]=1.[CH2:24]([CH:26]([CH2:29][CH2:30][CH2:31][CH3:32])[CH2:27]Br)[CH3:25].[I-].[K+]. The catalyst is O.CN1C(=O)CCC1. (4) The reactants are [F:1][C:2]1[CH:3]=[C:4]([C:9]2[O:10][C:11]([CH2:16][CH:17]([CH3:19])[CH3:18])=[C:12]([CH:14]=O)[N:13]=2)[CH:5]=[CH:6][C:7]=1[F:8].C1(S([CH2:29][C:30]#[N:31])(=O)=O)C=CC=CC=1.[N-:32]=[N+:33]=[N-:34].[Na+].[NH4+].[Cl-]. The catalyst is CN(C=O)C. The product is [F:1][C:2]1[CH:3]=[C:4]([C:9]2[O:10][C:11]([CH2:16][CH:17]([CH3:19])[CH3:18])=[C:12]([C:14]3[N:34]=[N:33][NH:32][C:29]=3[C:30]#[N:31])[N:13]=2)[CH:5]=[CH:6][C:7]=1[F:8]. The yield is 0.540. (5) The reactants are [NH2:1][C:2]1[S:3][C:4]([Br:14])=[CH:5][C:6]=1[C:7]([O:9][C:10]([CH3:13])([CH3:12])[CH3:11])=[O:8].[N:15]([C:18]1[C:23]([CH3:24])=[CH:22][C:21]([CH3:25])=[CH:20][C:19]=1[CH3:26])=[C:16]=[O:17].C(N(CC)CC)C. The catalyst is CN(C=O)C. The product is [Br:14][C:4]1[S:3][C:2]([NH:1][C:16]([NH:15][C:18]2[C:19]([CH3:26])=[CH:20][C:21]([CH3:25])=[CH:22][C:23]=2[CH3:24])=[O:17])=[C:6]([C:7]([O:9][C:10]([CH3:11])([CH3:13])[CH3:12])=[O:8])[CH:5]=1. The yield is 0.880. (6) The reactants are [CH2:1]([N:8](C)[C:9]1[CH:14]=[C:13]([C:15]2[CH:20]=[CH:19][C:18]([NH:21][C:22](=[O:36])[C@H:23]([NH:28][C:29](=[O:35])[O:30][C:31]([CH3:34])([CH3:33])[CH3:32])[CH2:24][CH:25]([CH3:27])[CH3:26])=[CH:17][C:16]=2[O:37][CH3:38])[CH:12]=[CH:11][N:10]=1)C1C=CC=CC=1.C([O-])=O.[NH4+]. The catalyst is C(O)C.[Pd]. The product is [CH3:38][O:37][C:16]1[CH:17]=[C:18]([NH:21][C:22](=[O:36])[C@H:23]([NH:28][C:29](=[O:35])[O:30][C:31]([CH3:34])([CH3:33])[CH3:32])[CH2:24][CH:25]([CH3:27])[CH3:26])[CH:19]=[CH:20][C:15]=1[C:13]1[CH:12]=[CH:11][N:10]=[C:9]([NH:8][CH3:1])[CH:14]=1. The yield is 0.660. (7) The reactants are [Cl:1][C:2]1[N:7]=[C:6]([C:8]2[S:12][C:11]([N:13]3[CH2:18][CH2:17][O:16][CH2:15][CH2:14]3)=[N:10][C:9]=2[C:19]2[C:20]([F:26])=[C:21]([CH:23]=[CH:24][CH:25]=2)[NH2:22])[CH:5]=[CH:4][N:3]=1.[O:27]1[CH:31]=[CH:30][CH:29]=[C:28]1[S:32](Cl)(=[O:34])=[O:33]. No catalyst specified. The product is [Cl:1][C:2]1[N:7]=[C:6]([C:8]2[S:12][C:11]([N:13]3[CH2:14][CH2:15][O:16][CH2:17][CH2:18]3)=[N:10][C:9]=2[C:19]2[C:20]([F:26])=[C:21]([NH:22][S:32]([C:28]3[O:27][CH:31]=[CH:30][CH:29]=3)(=[O:34])=[O:33])[CH:23]=[CH:24][CH:25]=2)[CH:5]=[CH:4][N:3]=1. The yield is 0.630. (8) The reactants are Cl.[CH3:2][O:3][C:4]1[CH:9]=[CH:8][C:7]([C:10]2[CH:15]=[CH:14][C:13]([CH:16](C(OC)=O)[C:17](OC)=[O:18])=[C:12]([N+:25]([O-])=O)[CH:11]=2)=[CH:6][CH:5]=1.[Sn]. The catalyst is CCO. The product is [CH3:2][O:3][C:4]1[CH:9]=[CH:8][C:7]([C:10]2[CH:11]=[C:12]3[C:13]([CH2:16][C:17](=[O:18])[NH:25]3)=[CH:14][CH:15]=2)=[CH:6][CH:5]=1. The yield is 0.390.